From a dataset of Reaction yield outcomes from USPTO patents with 853,638 reactions. Predict the reaction yield, written as a fraction of the theoretical maximum amount of product (1.0 means a 100% yield; for example, 0.34 means a 34% yield). (1) The yield is 0.840. The reactants are [CH3:1][CH:2]([CH3:10])[C:3](=O)[CH2:4][C:5]([O:7][CH3:8])=O.[OH2:11].[NH2:12][NH2:13].[CH2:14](Br)[C:15]1[CH:20]=[CH:19][CH:18]=[CH:17][CH:16]=1.[C:22](=O)([O-])[O-].[K+].[K+]. The catalyst is O.CN(C)C=O.C(O)C. The product is [CH2:14]([N:12]1[CH:22]=[C:4]([C:5]([O:7][CH3:8])=[O:11])[C:3]([CH:2]([CH3:10])[CH3:1])=[N:13]1)[C:15]1[CH:20]=[CH:19][CH:18]=[CH:17][CH:16]=1. (2) The yield is 0.810. The product is [Cl:16][C:6]1[CH:7]=[C:8]([C:12]([O:14][CH3:15])=[O:13])[C:9]2[C:10]([CH3:11])=[C:2]([CH3:20])[N:3]([CH:17]([CH3:19])[CH3:18])[C:4]=2[CH:5]=1. The catalyst is O1CCOCC1.C1C=CC([P]([Pd]([P](C2C=CC=CC=2)(C2C=CC=CC=2)C2C=CC=CC=2)([P](C2C=CC=CC=2)(C2C=CC=CC=2)C2C=CC=CC=2)[P](C2C=CC=CC=2)(C2C=CC=CC=2)C2C=CC=CC=2)(C2C=CC=CC=2)C2C=CC=CC=2)=CC=1. The reactants are Br[C:2]1[N:3]([CH:17]([CH3:19])[CH3:18])[C:4]2[CH:5]=[C:6]([Cl:16])[CH:7]=[C:8]([C:12]([O:14][CH3:15])=[O:13])[C:9]=2[C:10]=1[CH3:11].[CH3:20]B1OB(C)OB(C)O1.C(=O)([O-])[O-].[K+].[K+].CCOC(C)=O. (3) The reactants are Br[CH2:2][C:3]1[NH:8][C:7]([C:9]2[C:14]([F:15])=[CH:13][CH:12]=[CH:11][N:10]=2)=[N:6][CH:5]([C:16]2[CH:21]=[CH:20][C:19]([Cl:22])=[CH:18][C:17]=2[Cl:23])[C:4]=1[C:24]([O:26][CH2:27][CH3:28])=[O:25].[NH:29]1[CH2:34][CH2:33][O:32][CH2:31][CH:30]1[C:35]([OH:37])=[O:36]. No catalyst specified. The product is [Cl:23][C:17]1[CH:18]=[C:19]([Cl:22])[CH:20]=[CH:21][C:16]=1[CH:5]1[N:6]=[C:7]([C:9]2[C:14]([F:15])=[CH:13][CH:12]=[CH:11][N:10]=2)[NH:8][C:3]([CH2:2][N:29]2[CH2:34][CH2:33][O:32][CH2:31][CH:30]2[C:35]([OH:37])=[O:36])=[C:4]1[C:24]([O:26][CH2:27][CH3:28])=[O:25]. The yield is 0.410. (4) The reactants are [CH3:1][CH:2]([C:8]([O:10][CH2:11][CH3:12])=[O:9])[C:3]([O:5][CH2:6][CH3:7])=[O:4].C[Si]([N-][Si](C)(C)C)(C)C.[Li+].Br[CH2:24][C:25]#[C:26][C:27]1[CH:32]=[CH:31][CH:30]=[CH:29][CH:28]=1.P(Br)(Br)Br.N1C=CC=CC=1. The catalyst is C1COCC1. The product is [CH3:1][C:2]([CH2:24][C:25]#[C:26][C:27]1[CH:32]=[CH:31][CH:30]=[CH:29][CH:28]=1)([C:3]([O:5][CH2:6][CH3:7])=[O:4])[C:8]([O:10][CH2:11][CH3:12])=[O:9]. The yield is 1.00. (5) The reactants are Cl.Cl.[CH3:3][N:4]1[C:12]2[C:7](=[N:8][C:9]([C@@H:18]([NH2:20])[CH3:19])=[C:10]([C:13]3[N:14]=[CH:15][S:16][CH:17]=3)[CH:11]=2)[CH:6]=[CH:5]1.[NH2:21][C:22]1[C:27]([C:28]#[N:29])=[C:26](Cl)[N:25]=[C:24]([S:31][CH3:32])[N:23]=1.C(N(C(C)C)C(C)C)C. The product is [NH2:21][C:22]1[C:27]([C:28]#[N:29])=[C:26]([NH:20][C@H:18]([C:9]2[N:8]=[C:7]3[CH:6]=[CH:5][N:4]([CH3:3])[C:12]3=[CH:11][C:10]=2[C:13]2[N:14]=[CH:15][S:16][CH:17]=2)[CH3:19])[N:25]=[C:24]([S:31][CH3:32])[N:23]=1. The catalyst is C(#N)C. The yield is 0.0900. (6) The reactants are [CH3:1][O:2][C:3]1[CH:8]=[CH:7][CH:6]=[CH:5][C:4]=1[C:9]1[NH:10][C:11]2[C:16]([CH:17]=1)=[CH:15][C:14]([CH:18]1[CH2:23][CH2:22][N:21]([CH2:24][CH2:25][CH2:26][NH:27][C:28](=O)OC(C)(C)C)[CH2:20][CH2:19]1)=[CH:13][CH:12]=2.[H-].[Al+3].[Li+].[H-].[H-].[H-].O.[OH-].[Na+]. The catalyst is C1COCC1. The product is [CH3:1][O:2][C:3]1[CH:8]=[CH:7][CH:6]=[CH:5][C:4]=1[C:9]1[NH:10][C:11]2[C:16]([CH:17]=1)=[CH:15][C:14]([CH:18]1[CH2:23][CH2:22][N:21]([CH2:24][CH2:25][CH2:26][NH:27][CH3:28])[CH2:20][CH2:19]1)=[CH:13][CH:12]=2. The yield is 0.780. (7) The reactants are [CH3:1][O:2][C:3]([C:5]1[CH:14]=[CH:13][CH:12]=[C:11]2[C:6]=1[CH:7]=[CH:8][N+:9]([O-])=[CH:10]2)=[O:4].O=P(Cl)(Cl)[Cl:18]. The catalyst is ClCCl. The product is [Cl:18][C:10]1[C:11]2[CH:12]=[CH:13][CH:14]=[C:5]([C:3]([O:2][CH3:1])=[O:4])[C:6]=2[CH:7]=[CH:8][N:9]=1. The yield is 0.860. (8) The reactants are [CH:1]([C@:3]12[CH2:47][CH2:46][C@@H:45]([C:48]([CH3:50])=[CH2:49])[C@@H:4]1[C@@H:5]1[C@@:18]([CH3:21])([CH2:19][CH2:20]2)[C@@:17]2([CH3:22])[C@@H:8]([C@:9]3([CH3:44])[C@@H:14]([CH2:15][CH2:16]2)[C:13]([CH3:24])([CH3:23])[C:12]([C:25]2[CH2:43][C:27]4([CH2:30][C:29]([C:37]([O:39][CH:40]([CH3:42])[CH3:41])=[O:38])([C:31]([O:33][CH:34]([CH3:36])[CH3:35])=[O:32])[CH2:28]4)[CH:26]=2)=[CH:11][CH2:10]3)[CH2:7][CH2:6]1)=O.C(O)(=O)C.[NH2:55][CH2:56][CH2:57][CH2:58][N:59]1[CH2:64][CH2:63][S:62](=[O:66])(=[O:65])[CH2:61][CH2:60]1.C(O[BH-](OC(=O)C)OC(=O)C)(=O)C.[Na+]. The catalyst is ClCCCl.C([O-])(O)=O.[Na+]. The product is [O:65]=[S:62]1(=[O:66])[CH2:61][CH2:60][N:59]([CH2:58][CH2:57][CH2:56][NH:55][CH2:1][C@:3]23[CH2:47][CH2:46][C@@H:45]([C:48]([CH3:50])=[CH2:49])[C@@H:4]2[C@@H:5]2[C@@:18]([CH3:21])([CH2:19][CH2:20]3)[C@@:17]3([CH3:22])[C@@H:8]([C@:9]4([CH3:44])[C@@H:14]([CH2:15][CH2:16]3)[C:13]([CH3:23])([CH3:24])[C:12]([C:25]3[CH2:43][C:27]5([CH2:30][C:29]([C:31]([O:33][CH:34]([CH3:35])[CH3:36])=[O:32])([C:37]([O:39][CH:40]([CH3:42])[CH3:41])=[O:38])[CH2:28]5)[CH:26]=3)=[CH:11][CH2:10]4)[CH2:7][CH2:6]2)[CH2:64][CH2:63]1. The yield is 0.716. (9) The reactants are C([O:3][C:4]([C:6]1[C:16]2=[C:17]3[C:12](=[CH:13][CH:14]=[CH:15]2)[CH2:11][CH2:10][CH2:9][N:8]3[CH:7]=1)=[O:5])C.[OH-].[Na+]. The catalyst is C(O)C.O. The product is [C:6]1([C:4]([OH:5])=[O:3])[C:16]2=[C:17]3[C:12](=[CH:13][CH:14]=[CH:15]2)[CH2:11][CH2:10][CH2:9][N:8]3[CH:7]=1. The yield is 0.850.